Dataset: CYP1A2 inhibition data for predicting drug metabolism from PubChem BioAssay. Task: Regression/Classification. Given a drug SMILES string, predict its absorption, distribution, metabolism, or excretion properties. Task type varies by dataset: regression for continuous measurements (e.g., permeability, clearance, half-life) or binary classification for categorical outcomes (e.g., BBB penetration, CYP inhibition). Dataset: cyp1a2_veith. (1) The compound is N#Cc1ccc(CNc2cnccn2)cc1. The result is 1 (inhibitor). (2) The compound is Cc1nc2c(C#N)c(C)[nH]n2c(=O)c1Cc1ccccc1. The result is 0 (non-inhibitor). (3) The compound is COc1cccc([C@H]2Oc3ccc(OC)cc3/C(=N\OCC[C@@H]3C=C[C@H](OC(C)=O)[C@H](COC(C)=O)O3)[C@@H]2O)c1. The result is 0 (non-inhibitor). (4) The molecule is c1ccc(-c2ccc(N3CC4(CCNCC4)C3)cc2)cc1. The result is 1 (inhibitor). (5) The compound is Cl.Fc1ccccc1CCNCc1cccc(Cl)c1Cl. The result is 1 (inhibitor).